Dataset: Reaction yield outcomes from USPTO patents with 853,638 reactions. Task: Predict the reaction yield, written as a fraction of the theoretical maximum amount of product (1.0 means a 100% yield; for example, 0.34 means a 34% yield). (1) The reactants are C[Si](Cl)(C)C.[Cl:6][C:7]1[CH:8]=[C:9]([C@@H:13]([OH:16])[CH2:14]O)[CH:10]=[CH:11][CH:12]=1.C(OCC)(OCC)(OCC)C.C(=O)([O-])[O-].[K+].[K+]. The catalyst is ClCCl. The product is [Cl:6][C:7]1[CH:8]=[C:9]([C@@H:13]2[CH2:14][O:16]2)[CH:10]=[CH:11][CH:12]=1. The yield is 0.610. (2) The reactants are [F:1][C:2]1[CH:3]=[CH:4][C:5]2[C:15](=[O:16])[C:14]([C:17]([O:19]CC)=[O:18])=[CH:13][N:7]3[C@@H:8]([CH3:12])[CH2:9][O:10][C:11]=1[C:6]=23.C(O)(=O)C.Cl.O. The catalyst is C(O)C. The product is [F:1][C:2]1[CH:3]=[CH:4][C:5]2[C:15](=[O:16])[C:14]([C:17]([OH:19])=[O:18])=[CH:13][N:7]3[C@@H:8]([CH3:12])[CH2:9][O:10][C:11]=1[C:6]=23. The yield is 0.810. (3) The reactants are [N+:1]([C:4]1[CH:9]=[C:8]([Cl:10])[CH:7]=[C:6]([Br:11])[C:5]=1[OH:12])([O-:3])=[O:2].CI.[C:15](=O)([O-])[O-].[K+].[K+]. No catalyst specified. The product is [N+:1]([C:4]1[CH:9]=[C:8]([Cl:10])[CH:7]=[C:6]([Br:11])[C:5]=1[O:12][CH3:15])([O-:3])=[O:2]. The yield is 0.960.